From a dataset of Full USPTO retrosynthesis dataset with 1.9M reactions from patents (1976-2016). Predict the reactants needed to synthesize the given product. (1) Given the product [F:1][C:2]1[CH:7]=[CH:6][CH:5]=[CH:4][C:3]=1[C:8]1[C:20]2[C:19]3[C:14](=[CH:15][C:16]([CH3:28])=[C:17]([O:21][C:22]4[CH:23]=[N:24][CH:25]=[N:26][CH:27]=4)[CH:18]=3)[NH:13][C:12]=2[C:11]([C:29]([NH2:41])=[O:31])=[N:10][CH:9]=1, predict the reactants needed to synthesize it. The reactants are: [F:1][C:2]1[CH:7]=[CH:6][CH:5]=[CH:4][C:3]=1[C:8]1[C:20]2[C:19]3[C:14](=[CH:15][C:16]([CH3:28])=[C:17]([O:21][C:22]4[CH:23]=[N:24][CH:25]=[N:26][CH:27]=4)[CH:18]=3)[NH:13][C:12]=2[C:11]([C:29]([OH:31])=O)=[N:10][CH:9]=1.[Cl-].[NH4+].F[P-](F)(F)(F)(F)F.[N:41]1(O[P+](N(C)C)(N(C)C)N(C)C)C2C=CC=CC=2N=N1.CCN(C(C)C)C(C)C.CN1CCOCC1. (2) Given the product [Cl:1][C:2]1[C:9]([C:10]#[CH:11])=[C:8]([NH:22][C@@H:20]([CH3:21])[CH2:19][S:18][CH3:17])[CH:7]=[CH:6][C:3]=1[C:4]#[N:5], predict the reactants needed to synthesize it. The reactants are: [Cl:1][C:2]1[C:9]([C:10]#[C:11][Si](C)(C)C)=[C:8](F)[CH:7]=[CH:6][C:3]=1[C:4]#[N:5].[CH3:17][S:18][CH2:19][C@@H:20]([NH2:22])[CH3:21].CCN(C(C)C)C(C)C.